This data is from Peptide-MHC class II binding affinity with 134,281 pairs from IEDB. The task is: Regression. Given a peptide amino acid sequence and an MHC pseudo amino acid sequence, predict their binding affinity value. This is MHC class II binding data. (1) The peptide sequence is LIWVGINTRNMTMSM. The MHC is H-2-IEd with pseudo-sequence H-2-IEd. The binding affinity (normalized) is 0.0430. (2) The peptide sequence is SQPATGAATVAAGAA. The MHC is DRB3_0202 with pseudo-sequence DRB3_0202. The binding affinity (normalized) is 0. (3) The peptide sequence is INEPTDAAIAYGLDR. The MHC is HLA-DQA10501-DQB10301 with pseudo-sequence HLA-DQA10501-DQB10301. The binding affinity (normalized) is 0.428.